Dataset: Forward reaction prediction with 1.9M reactions from USPTO patents (1976-2016). Task: Predict the product of the given reaction. The product is: [C:1]([O:5][C:6]([N:8]1[CH2:13][CH2:12][CH2:11][C:10]([CH2:15][O:16][CH3:18])([CH3:14])[CH2:9]1)=[O:7])([CH3:4])([CH3:3])[CH3:2]. Given the reactants [C:1]([O:5][C:6]([N:8]1[CH2:13][CH2:12][CH2:11][C:10]([CH2:15][OH:16])([CH3:14])[CH2:9]1)=[O:7])([CH3:4])([CH3:3])[CH3:2].I[CH3:18].[H-].[Na+].OS([O-])(=O)=O.[K+], predict the reaction product.